This data is from Forward reaction prediction with 1.9M reactions from USPTO patents (1976-2016). The task is: Predict the product of the given reaction. (1) Given the reactants C([O:5][C:6]([C:8]1[CH:34]=[CH:33][C:11]([CH2:12][C:13]2[C:14]([C:28]([O:30][CH2:31][CH3:32])=[O:29])=[N:15][N:16]([C:19]3[CH:24]=[CH:23][C:22]([C:25]#[N:26])=[C:21]([Cl:27])[CH:20]=3)[C:17]=2[CH3:18])=[CH:10][CH:9]=1)=[O:7])(C)(C)C, predict the reaction product. The product is: [Cl:27][C:21]1[CH:20]=[C:19]([N:16]2[C:17]([CH3:18])=[C:13]([CH2:12][C:11]3[CH:33]=[CH:34][C:8]([C:6]([OH:7])=[O:5])=[CH:9][CH:10]=3)[C:14]([C:28]([O:30][CH2:31][CH3:32])=[O:29])=[N:15]2)[CH:24]=[CH:23][C:22]=1[C:25]#[N:26]. (2) Given the reactants C[O:2][C:3]1(OC)[CH:7]2[C:8]3[C:13]([CH:4]1[CH2:5][CH2:6]2)=[CH:12][CH:11]=[CH:10][C:9]=3[NH:14][C:15]([C:17]1[C:18]([CH:23]([F:25])[F:24])=[N:19][N:20]([CH3:22])[CH:21]=1)=[O:16].Cl.O, predict the reaction product. The product is: [O:2]=[C:3]1[CH:7]2[C:8]3[C:13]([CH:4]1[CH2:5][CH2:6]2)=[CH:12][CH:11]=[CH:10][C:9]=3[NH:14][C:15]([C:17]1[C:18]([CH:23]([F:25])[F:24])=[N:19][N:20]([CH3:22])[CH:21]=1)=[O:16]. (3) Given the reactants [NH:1]1[CH2:6][CH2:5][O:4][CH2:3][C:2]1=[O:7].[H-].[Na+].[H][H].F[C:13]1[CH:18]=[CH:17][C:16]([N+:19]([O-:21])=[O:20])=[CH:15][CH:14]=1, predict the reaction product. The product is: [N:1]1([C:13]2[CH:18]=[CH:17][C:16]([N+:19]([O-:21])=[O:20])=[CH:15][CH:14]=2)[CH2:6][CH2:5][O:4][CH2:3][C:2]1=[O:7]. (4) Given the reactants Br[C:2]1[C:3](=[O:15])[N:4]([CH:9]2[CH2:14][CH2:13][CH2:12][CH2:11][CH2:10]2)[N:5]([CH3:8])[C:6]=1[CH3:7].[OH-:16].C([N+](C)(C)C)C1C=CC=CC=1.[OH-].[K+], predict the reaction product. The product is: [CH:9]1([N:4]2[C:3](=[O:15])[C:2]([OH:16])=[C:6]([CH3:7])[N:5]2[CH3:8])[CH2:14][CH2:13][CH2:12][CH2:11][CH2:10]1. (5) Given the reactants [N:1]12[CH2:8][CH2:7][CH:4]([CH2:5][CH2:6]1)[C@@H:3]([O:9][C:10](=[O:63])[NH:11][C:12]1[CH:17]=[C:16](/[CH:18]=[CH:19]/[CH2:20][CH2:21][N:22]3[C:26]4[CH:27]=[CH:28][C:29]([CH2:31][CH2:32][NH:33][CH2:34][C@H:35]([O:48][Si:49]([C:52]([CH3:55])([CH3:54])[CH3:53])([CH3:51])[CH3:50])[C:36]5[CH:45]=[CH:44][C:43]([OH:46])=[C:42]6[C:37]=5[CH:38]=[CH:39][C:40](=[O:47])[NH:41]6)=[CH:30][C:25]=4[O:24][C:23]3=[O:56])[CH:15]=[CH:14][C:13]=1[C:57]1[CH:62]=[CH:61][CH:60]=[CH:59][CH:58]=1)[CH2:2]2.N12CCC(CC1)[C@@H](OC(=O)NC1C=C(CCCO)C=CC=1C1C=CC=CC=1)C2, predict the reaction product. The product is: [N:1]12[CH2:8][CH2:7][CH:4]([CH2:5][CH2:6]1)[C@@H:3]([O:9][C:10](=[O:63])[NH:11][C:12]1[CH:17]=[C:16]([CH2:18][CH2:19][CH2:20][CH2:21][N:22]3[C:26]4[CH:27]=[CH:28][C:29]([CH2:31][CH2:32][NH:33][CH2:34][C@H:35]([O:48][Si:49]([C:52]([CH3:55])([CH3:54])[CH3:53])([CH3:50])[CH3:51])[C:36]5[CH:45]=[CH:44][C:43]([OH:46])=[C:42]6[C:37]=5[CH:38]=[CH:39][C:40](=[O:47])[NH:41]6)=[CH:30][C:25]=4[O:24][C:23]3=[O:56])[CH:15]=[CH:14][C:13]=1[C:57]1[CH:62]=[CH:61][CH:60]=[CH:59][CH:58]=1)[CH2:2]2.